This data is from Forward reaction prediction with 1.9M reactions from USPTO patents (1976-2016). The task is: Predict the product of the given reaction. (1) Given the reactants [CH2:1]([C:7]1[CH:8]=[C:9]([C:13]2[N:17]([CH3:18])[C:16]([C:19]([N:21]3[CH2:26][CH2:25][CH:24]([N:27]4[CH2:31][CH2:30][CH2:29][CH2:28]4)[CH2:23][CH2:22]3)=[O:20])=[C:15](I)[N:14]=2)[CH:10]=[CH:11][CH:12]=1)[CH2:2][CH2:3][CH2:4][CH2:5][CH3:6].[Cl:33][C:34]1[CH:39]=[C:38](B(O)O)[CH:37]=[CH:36][N:35]=1, predict the reaction product. The product is: [Cl:33][C:34]1[CH:39]=[C:38]([C:15]2[N:14]=[C:13]([C:9]3[CH:10]=[CH:11][CH:12]=[C:7]([CH2:1][CH2:2][CH2:3][CH2:4][CH2:5][CH3:6])[CH:8]=3)[N:17]([CH3:18])[C:16]=2[C:19]([N:21]2[CH2:26][CH2:25][CH:24]([N:27]3[CH2:31][CH2:30][CH2:29][CH2:28]3)[CH2:23][CH2:22]2)=[O:20])[CH:37]=[CH:36][N:35]=1. (2) Given the reactants [C:1]([O:5][C:6]([N:8]1[CH2:13][CH2:12][N:11]([C:14]2[CH:19]=[CH:18][CH:17]=[CH:16][C:15]=2[O:20][CH:21]2[CH2:26][CH2:25][CH2:24][NH:23][CH2:22]2)[CH2:10][CH2:9]1)=[O:7])([CH3:4])([CH3:3])[CH3:2].[C:27](Cl)(=[O:31])[CH:28]([CH3:30])[CH3:29].C(N(CC)CC)C, predict the reaction product. The product is: [C:1]([O:5][C:6]([N:8]1[CH2:13][CH2:12][N:11]([C:14]2[CH:19]=[CH:18][CH:17]=[CH:16][C:15]=2[O:20][CH:21]2[CH2:26][CH2:25][CH2:24][N:23]([C:27](=[O:31])[CH:28]([CH3:30])[CH3:29])[CH2:22]2)[CH2:10][CH2:9]1)=[O:7])([CH3:4])([CH3:2])[CH3:3]. (3) Given the reactants [CH2:1]([N:8]1[C:13]2[CH:14]=[C:15]([CH2:18][C:19]3[CH:20]=[C:21]([C:26]4(O)[C@H:31]([O:32][CH2:33][C:34]5[CH:39]=[CH:38][CH:37]=[CH:36][CH:35]=5)[C@@H:30]([O:40][CH2:41][C:42]5[CH:47]=[CH:46][CH:45]=[CH:44][CH:43]=5)[C@H:29]([O:48][CH2:49][C:50]5[CH:55]=[CH:54][CH:53]=[CH:52][CH:51]=5)[C@@H:28]([CH2:56][O:57][CH2:58][C:59]5[CH:64]=[CH:63][CH:62]=[CH:61][CH:60]=5)[O:27]4)[CH:22]=[CH:23][C:24]=3[Br:25])[CH:16]=[CH:17][C:12]=2[O:11][CH2:10][CH2:9]1)[C:2]1[CH:7]=[CH:6][CH:5]=[CH:4][CH:3]=1.C([SiH](CC)CC)C.B(F)(F)F, predict the reaction product. The product is: [CH2:1]([N:8]1[C:13]2[CH:14]=[C:15]([CH2:18][C:19]3[CH:20]=[C:21]([C@H:26]4[C@H:31]([O:32][CH2:33][C:34]5[CH:39]=[CH:38][CH:37]=[CH:36][CH:35]=5)[C@@H:30]([O:40][CH2:41][C:42]5[CH:43]=[CH:44][CH:45]=[CH:46][CH:47]=5)[C@H:29]([O:48][CH2:49][C:50]5[CH:51]=[CH:52][CH:53]=[CH:54][CH:55]=5)[C@@H:28]([CH2:56][O:57][CH2:58][C:59]5[CH:60]=[CH:61][CH:62]=[CH:63][CH:64]=5)[O:27]4)[CH:22]=[CH:23][C:24]=3[Br:25])[CH:16]=[CH:17][C:12]=2[O:11][CH2:10][CH2:9]1)[C:2]1[CH:7]=[CH:6][CH:5]=[CH:4][CH:3]=1. (4) The product is: [N+:1]([C:4]1[CH:5]=[CH:6][C:7]([N:15]2[CH2:16][CH2:17][N:18]([C:21](=[O:23])[CH3:22])[CH2:19][CH2:20]2)=[N:8][C:9]=1[O:10][CH:11]1[CH2:12][S:13](=[O:29])[CH2:14]1)([O-:3])=[O:2]. Given the reactants [N+:1]([C:4]1[CH:5]=[CH:6][C:7]([N:15]2[CH2:20][CH2:19][N:18]([C:21](=[O:23])[CH3:22])[CH2:17][CH2:16]2)=[N:8][C:9]=1[O:10][CH:11]1[CH2:14][S:13][CH2:12]1)([O-:3])=[O:2].ClC1C=C(C=CC=1)C(OO)=[O:29], predict the reaction product. (5) Given the reactants [F:1][C:2]1([CH2:11][CH2:12][CH:13]2[C:21]3[C:16](=[CH:17][CH:18]=[CH:19][CH:20]=3)[C:15]3=[CH:22][N:23]=[CH:24][N:14]23)[CH2:7][CH2:6][CH:5]([C:8]([OH:10])=O)[CH2:4][CH2:3]1.O[N:26]1C(=O)CCC1=O.C1CCC(N=C=NC2CCCCC2)CC1.N.CO, predict the reaction product. The product is: [F:1][C:2]1([CH2:11][CH2:12][CH:13]2[C:21]3[C:16](=[CH:17][CH:18]=[CH:19][CH:20]=3)[C:15]3=[CH:22][N:23]=[CH:24][N:14]23)[CH2:3][CH2:4][CH:5]([C:8]([NH2:26])=[O:10])[CH2:6][CH2:7]1.